Dataset: Reaction yield outcomes from USPTO patents with 853,638 reactions. Task: Predict the reaction yield, written as a fraction of the theoretical maximum amount of product (1.0 means a 100% yield; for example, 0.34 means a 34% yield). (1) The reactants are Br[C:2]1[N:7]=[N:6][C:5]([NH2:8])=[N:4][C:3]=1[C:9]1[CH:14]=[CH:13][CH:12]=[CH:11][CH:10]=1.[CH:15]([C:18]1[CH:19]=[C:20](B(O)O)[CH:21]=[CH:22][CH:23]=1)([CH3:17])[CH3:16]. No catalyst specified. The product is [C:9]1([C:3]2[N:4]=[C:5]([NH2:8])[N:6]=[N:7][C:2]=2[C:22]2[CH:21]=[CH:20][CH:19]=[C:18]([CH:15]([CH3:17])[CH3:16])[CH:23]=2)[CH:14]=[CH:13][CH:12]=[CH:11][CH:10]=1. The yield is 0.330. (2) The catalyst is C(O)C. The product is [C:31]1([C:34]2[CH:35]=[CH:36][CH:37]=[CH:38][CH:39]=2)[CH:30]=[CH:29][C:28]([C:24]2[O:25][C:26]([CH3:27])=[C:22]([CH2:21][CH2:20][O:19][C:11]3[CH:10]=[C:9]([CH:14]=[CH:13][C:12]=3[CH2:15][CH2:16][CH2:17][CH3:18])[O:8][C:5]([CH3:6])([CH3:7])[C:4]([OH:40])=[O:3])[N:23]=2)=[CH:33][CH:32]=1. The reactants are C([O:3][C:4](=[O:40])[C:5]([O:8][C:9]1[CH:14]=[CH:13][C:12]([CH2:15][CH2:16][CH2:17][CH3:18])=[C:11]([O:19][CH2:20][CH2:21][C:22]2[N:23]=[C:24]([C:28]3[CH:33]=[CH:32][C:31]([C:34]4[CH:39]=[CH:38][CH:37]=[CH:36][CH:35]=4)=[CH:30][CH:29]=3)[O:25][C:26]=2[CH3:27])[CH:10]=1)([CH3:7])[CH3:6])C.[OH-].[Na+]. The yield is 0.880. (3) The reactants are [I:1][C:2]1[CH:3]=[C:4]([CH:8]=[CH:9][CH:10]=1)[C:5](O)=[O:6].C(Cl)(=O)C(Cl)=O.C[N:18](C=O)C. The catalyst is C1COCC1. The product is [I:1][C:2]1[CH:3]=[C:4]([CH:8]=[CH:9][CH:10]=1)[C:5]([NH2:18])=[O:6]. The yield is 0.990. (4) The reactants are [O:1]([C:8]1[C:9]([NH:18][C:19]([NH2:21])=[S:20])=[N:10][CH:11]=[C:12]([C:14]([F:17])([F:16])[F:15])[CH:13]=1)[C:2]1[CH:7]=[CH:6][CH:5]=[CH:4][CH:3]=1.C(N(C(C)C)CC)(C)C.Br.[C:32]([N:35]1[CH2:40][CH2:39][CH:38]([C:41](=O)[CH2:42]Br)[CH2:37][CH2:36]1)(=[O:34])[CH3:33]. The catalyst is C(O)C.C(OCC)(=O)C. The product is [O:1]([C:8]1[C:9]([NH:18][C:19]2[S:20][CH:42]=[C:41]([CH:38]3[CH2:39][CH2:40][N:35]([C:32](=[O:34])[CH3:33])[CH2:36][CH2:37]3)[N:21]=2)=[N:10][CH:11]=[C:12]([C:14]([F:17])([F:15])[F:16])[CH:13]=1)[C:2]1[CH:3]=[CH:4][CH:5]=[CH:6][CH:7]=1. The yield is 0.579. (5) The reactants are [CH3:1][O:2][C:3]([C:5]1[CH:10]=[CH:9][C:8]([C:11]2[C:12]([CH3:49])([CH3:48])[C@H:13]3[C@:26]([CH3:29])([CH2:27][CH:28]=2)[C@@H:25]2[C@:16]([CH3:47])([C@@:17]4([CH3:46])[C@H:22]([CH2:23][CH2:24]2)[C@H:21]2[C@H:30]([C:33]([CH3:35])=[CH2:34])[CH2:31][CH2:32][C@:20]2([C:36]([O:38][Si](C(C)(C)C)(C)C)=[O:37])[CH2:19][CH2:18]4)[CH2:15][CH2:14]3)=[CH:7][CH:6]=1)=[O:4].CCCC[N+](CCCC)(CCCC)CCCC.[F-]. The catalyst is O1CCOCC1.Cl.O. The product is [CH3:1][O:2][C:3]([C:5]1[CH:10]=[CH:9][C:8]([C:11]2[C:12]([CH3:49])([CH3:48])[C@H:13]3[C@:26]([CH3:29])([CH2:27][CH:28]=2)[C@@H:25]2[C@:16]([CH3:47])([C@@:17]4([CH3:46])[C@H:22]([CH2:23][CH2:24]2)[C@H:21]2[C@H:30]([C:33]([CH3:35])=[CH2:34])[CH2:31][CH2:32][C@:20]2([C:36]([OH:38])=[O:37])[CH2:19][CH2:18]4)[CH2:15][CH2:14]3)=[CH:7][CH:6]=1)=[O:4]. The yield is 0.990. (6) The reactants are Cl.[CH3:2][O:3][C:4](=[O:11])[C@@H:5]([NH2:10])[CH2:6][CH2:7][S:8][CH3:9].C[O:13][C:14](=O)[C:15]1[CH:20]=[CH:19][CH:18]=[C:17]([C:21]([F:24])([F:23])[F:22])[C:16]=1[CH2:25]Br.C(N(CC)CC)C. The catalyst is C(#N)C. The product is [CH3:2][O:3][C:4](=[O:11])[C@@H:5]([N:10]1[CH2:25][C:16]2[C:15](=[CH:20][CH:19]=[CH:18][C:17]=2[C:21]([F:24])([F:22])[F:23])[C:14]1=[O:13])[CH2:6][CH2:7][S:8][CH3:9]. The yield is 0.400. (7) The reactants are [Br:1][C:2]1[CH:3]=[CH:4][C:5]2[O:9][C:8]([C:10]([OH:12])=O)=[C:7]([CH3:13])[C:6]=2[C:14]=1[O:15][CH3:16].C(Cl)(=O)C(Cl)=O.[CH3:23][O:24][C:25](=[O:47])[C@@H:26]([NH:30][S:31]([C:34]1[CH:39]=[CH:38][C:37]([C:40]2[CH:45]=[CH:44][C:43]([NH2:46])=[CH:42][CH:41]=2)=[CH:36][CH:35]=1)(=[O:33])=[O:32])[CH:27]([CH3:29])[CH3:28]. The catalyst is CN(C)C1C=CN=CC=1.ClCCl. The product is [CH3:23][O:24][C:25](=[O:47])[C@@H:26]([NH:30][S:31]([C:34]1[CH:39]=[CH:38][C:37]([C:40]2[CH:41]=[CH:42][C:43]([NH:46][C:10]([C:8]3[O:9][C:5]4[CH:4]=[CH:3][C:2]([Br:1])=[C:14]([O:15][CH3:16])[C:6]=4[C:7]=3[CH3:13])=[O:12])=[CH:44][CH:45]=2)=[CH:36][CH:35]=1)(=[O:33])=[O:32])[CH:27]([CH3:29])[CH3:28]. The yield is 0.230.